Dataset: Forward reaction prediction with 1.9M reactions from USPTO patents (1976-2016). Task: Predict the product of the given reaction. (1) Given the reactants [Cl:1][C:2]1[CH:7]=[CH:6][N:5]=[C:4]([NH:8][CH2:9][C:10]2[O:14][N:13]=[C:12]([CH3:15])[CH:11]=2)[N:3]=1.[CH:16]1(C2C=C(CNC3N=C(O)C=CN=3)ON=2)C[CH2:17]1, predict the reaction product. The product is: [Cl:1][C:2]1[CH:7]=[CH:6][N:5]=[C:4]([NH:8][CH2:9][C:10]2[O:14][N:13]=[C:12]([CH:15]3[CH2:17][CH2:16]3)[CH:11]=2)[N:3]=1. (2) Given the reactants [C:1]([CH2:3][C:4]1[NH:8][N:7]=[C:6]([CH3:9])[N:5]=1)#[N:2].C([O:12][C:13](=O)[CH:14]([C:18]1[CH:23]=[CH:22][CH:21]=[CH:20][CH:19]=1)[C:15]([CH3:17])=O)C.C([O-])(=O)C.[NH4+], predict the reaction product. The product is: [CH3:9][C:6]1[NH:5][C:4]2=[C:3]([C:1]#[N:2])[C:15]([CH3:17])=[C:14]([C:18]3[CH:23]=[CH:22][CH:21]=[CH:20][CH:19]=3)[C:13](=[O:12])[N:8]2[N:7]=1. (3) Given the reactants [C:1]1(=[C:7]2[C:12](=[O:13])[O:11][C:10]([CH3:15])([CH3:14])[O:9][C:8]2=[O:16])[CH2:6][CH2:5][CH2:4][CH2:3][CH2:2]1.[CH3:17][O:18][C:19]1[CH:20]=[C:21]([Mg]Br)[CH:22]=[CH:23][CH:24]=1.CC1C=C(COC2C=C(CCC(O)=O)C=CC=2)C=CC=1C1C=CC=C(OC)C=1, predict the reaction product. The product is: [CH3:17][O:18][C:19]1[CH:24]=[C:23]([C:1]2([CH:7]3[C:12](=[O:13])[O:11][C:10]([CH3:14])([CH3:15])[O:9][C:8]3=[O:16])[CH2:2][CH2:3][CH2:4][CH2:5][CH2:6]2)[CH:22]=[CH:21][CH:20]=1. (4) Given the reactants O1C=CC(C2C3C(=NC=C(N)C=3)NC=2)=C1.C([N:35]1[CH:39]=[C:38]([C:40]2[C:48]3[C:43](=[N:44][CH:45]=[C:46]([NH:49][C:50](=[O:56])[O:51][C:52]([CH3:55])([CH3:54])[CH3:53])[CH:47]=3)[NH:42][CH:41]=2)[CH:37]=[N:36]1)(C1C=CC=CC=1)(C1C=CC=CC=1)C1C=CC=CC=1.C([O-])(O)=O.[Na+], predict the reaction product. The product is: [NH:35]1[CH:39]=[C:38]([C:40]2[C:48]3[C:43](=[N:44][CH:45]=[C:46]([NH:49][C:50](=[O:56])[O:51][C:52]([CH3:54])([CH3:53])[CH3:55])[CH:47]=3)[NH:42][CH:41]=2)[CH:37]=[N:36]1. (5) Given the reactants C[CH:2]1[CH2:7][CH2:6][CH2:5][N:4]([C:8]2[O:9][C:10]([C:17]([NH:19][C:20]3[CH:21]=[CH:22][C:23]([N:26]4[CH2:31][CH2:30][N:29](CC5C=C(C=CC=5)C(OC)=O)[C:28](=O)[CH2:27]4)=[N:24][CH:25]=3)=[O:18])=[C:11]([C:13]([F:16])([F:15])[F:14])[N:12]=2)[CH2:3]1.[C:44]1([CH3:54])[CH:49]=[CH:48][CH:47]=[CH:46][C:45]=1[S:50](Cl)(=[O:52])=[O:51], predict the reaction product. The product is: [C:44]1([CH3:54])[CH:49]=[CH:48][CH:47]=[CH:46][C:45]=1[S:50]([N:29]1[CH2:28][CH2:27][N:26]([C:23]2[N:24]=[CH:25][C:20]([NH:19][C:17]([C:10]3[O:9][C:8]([N:4]4[CH2:3][CH2:2][CH2:7][CH2:6][CH2:5]4)=[N:12][C:11]=3[C:13]([F:15])([F:16])[F:14])=[O:18])=[CH:21][CH:22]=2)[CH2:31][CH2:30]1)(=[O:52])=[O:51]. (6) The product is: [C:1]([O:5][C:6]([N:8]1[CH2:9][C@@H:10]([CH2:15][O:16][C:17](=[O:36])[CH2:18][CH2:19][CH2:20][CH2:21][CH2:22][CH2:23][CH2:24]/[CH:25]=[CH:26]\[CH2:27][CH2:28][CH2:29][CH2:30][CH2:31][CH2:32][CH2:33][CH3:34])[C@H:11]([CH2:13][O:14][C:17](=[O:36])[CH2:18][CH2:19][CH2:20][CH2:21][CH2:22][CH2:23][CH2:24]/[CH:25]=[CH:26]\[CH2:27][CH2:28][CH2:29][CH2:30][CH2:31][CH2:32][CH2:33][CH3:34])[CH2:12]1)=[O:7])([CH3:4])([CH3:3])[CH3:2]. Given the reactants [C:1]([O:5][C:6]([N:8]1[CH2:12][C@@H:11]([CH2:13][OH:14])[C@H:10]([CH2:15][OH:16])[CH2:9]1)=[O:7])([CH3:4])([CH3:3])[CH3:2].[C:17]([OH:36])(=O)[CH2:18][CH2:19][CH2:20][CH2:21][CH2:22][CH2:23][CH2:24]/[CH:25]=[CH:26]\[CH2:27][CH2:28][CH2:29][CH2:30][CH2:31][CH2:32][CH2:33][CH3:34], predict the reaction product.